Dataset: Catalyst prediction with 721,799 reactions and 888 catalyst types from USPTO. Task: Predict which catalyst facilitates the given reaction. The catalyst class is: 14. Reactant: [CH3:1][O:2][C:3](=[O:13])[C:4]1[CH:9]=[CH:8][C:7]([CH:10]2[CH2:12][O:11]2)=[CH:6][CH:5]=1.O.[CH3:15][NH2:16]. Product: [CH3:1][O:2][C:3](=[O:13])[C:4]1[CH:9]=[CH:8][C:7]([CH:10]([OH:11])[CH2:12][NH:16][CH3:15])=[CH:6][CH:5]=1.